From a dataset of Peptide-MHC class I binding affinity with 185,985 pairs from IEDB/IMGT. Regression. Given a peptide amino acid sequence and an MHC pseudo amino acid sequence, predict their binding affinity value. This is MHC class I binding data. (1) The peptide sequence is STDTVDTII. The MHC is Mamu-A02 with pseudo-sequence Mamu-A02. The binding affinity (normalized) is 0.339. (2) The peptide sequence is ARWMISSAL. The MHC is HLA-A26:01 with pseudo-sequence HLA-A26:01. The binding affinity (normalized) is 0.0847. (3) The peptide sequence is MPEKRNVVV. The MHC is HLA-B35:01 with pseudo-sequence HLA-B35:01. The binding affinity (normalized) is 0.443. (4) The peptide sequence is TMKPHTFNK. The MHC is HLA-A03:01 with pseudo-sequence HLA-A03:01. The binding affinity (normalized) is 0.558. (5) The peptide sequence is FVSPSLVSA. The MHC is HLA-A68:02 with pseudo-sequence HLA-A68:02. The binding affinity (normalized) is 0.709. (6) The peptide sequence is FPRCRYVHK. The MHC is HLA-B27:03 with pseudo-sequence HLA-B27:03. The binding affinity (normalized) is 0.0847.